This data is from HIV replication inhibition screening data with 41,000+ compounds from the AIDS Antiviral Screen. The task is: Binary Classification. Given a drug SMILES string, predict its activity (active/inactive) in a high-throughput screening assay against a specified biological target. (1) The drug is C#CC1(O)CCC2C3CCc4cc(Oc5nc(F)nc(-c6c(C)c(C(=O)OCC)n7ccccc67)n5)ccc4C3CCC21C. The result is 0 (inactive). (2) The molecule is Cn1cnc([N+](=O)[O-])c1Sc1nnnn1C. The result is 0 (inactive).